Dataset: Forward reaction prediction with 1.9M reactions from USPTO patents (1976-2016). Task: Predict the product of the given reaction. Given the reactants [CH3:1][N:2]1[CH2:7][CH2:6][C:5](=O)[CH2:4][CH2:3]1.[CH3:9][C:10]1[CH:17]=[CH:16][C:13]([CH2:14][NH2:15])=[CH:12][CH:11]=1.C(O)(=O)C.[BH3-]C#N.[Na+], predict the reaction product. The product is: [CH3:9][C:10]1[CH:17]=[CH:16][C:13]([CH2:14][NH:15][CH:5]2[CH2:6][CH2:7][N:2]([CH3:1])[CH2:3][CH2:4]2)=[CH:12][CH:11]=1.